This data is from Forward reaction prediction with 1.9M reactions from USPTO patents (1976-2016). The task is: Predict the product of the given reaction. Given the reactants [CH3:1][C:2]1[CH:7]=[C:6]([S:8][C:9]2[CH:14]=[N:13][CH:12]=[CH:11][N:10]=2)[CH:5]=[C:4]([CH3:15])[C:3]=1[C:16]1[N:17]=[C:18]([NH2:21])[S:19][CH:20]=1.C(N(CC)CC)C.[F:29][C:30]1[CH:31]=[C:32]([CH:36]=[CH:37][N:38]=1)[C:33](O)=[O:34].Cl.C(N=C=NCCCN(C)C)C.OC1C2N=NNC=2C=CC=1, predict the reaction product. The product is: [CH3:15][C:4]1[CH:5]=[C:6]([S:8][C:9]2[CH:14]=[N:13][CH:12]=[CH:11][N:10]=2)[CH:7]=[C:2]([CH3:1])[C:3]=1[C:16]1[N:17]=[C:18]([NH:21][C:33](=[O:34])[C:32]2[CH:36]=[CH:37][N:38]=[C:30]([F:29])[CH:31]=2)[S:19][CH:20]=1.